The task is: Regression. Given two drug SMILES strings and cell line genomic features, predict the synergy score measuring deviation from expected non-interaction effect.. This data is from NCI-60 drug combinations with 297,098 pairs across 59 cell lines. (1) Drug 1: C1=CC=C(C(=C1)C(C2=CC=C(C=C2)Cl)C(Cl)Cl)Cl. Drug 2: C1C(C(OC1N2C=NC3=C2NC=NCC3O)CO)O. Cell line: UACC-257. Synergy scores: CSS=3.63, Synergy_ZIP=-0.356, Synergy_Bliss=3.55, Synergy_Loewe=3.84, Synergy_HSA=3.41. (2) Drug 1: C1=NC2=C(N=C(N=C2N1C3C(C(C(O3)CO)O)F)Cl)N. Drug 2: CC1=C(C(=O)C2=C(C1=O)N3CC4C(C3(C2COC(=O)N)OC)N4)N. Cell line: SF-295. Synergy scores: CSS=26.5, Synergy_ZIP=1.65, Synergy_Bliss=2.30, Synergy_Loewe=-18.6, Synergy_HSA=-0.940. (3) Drug 1: CS(=O)(=O)C1=CC(=C(C=C1)C(=O)NC2=CC(=C(C=C2)Cl)C3=CC=CC=N3)Cl. Drug 2: CCN(CC)CCNC(=O)C1=C(NC(=C1C)C=C2C3=C(C=CC(=C3)F)NC2=O)C. Cell line: EKVX. Synergy scores: CSS=11.2, Synergy_ZIP=-1.89, Synergy_Bliss=2.15, Synergy_Loewe=2.08, Synergy_HSA=1.85. (4) Synergy scores: CSS=67.3, Synergy_ZIP=0.0988, Synergy_Bliss=-0.435, Synergy_Loewe=1.32, Synergy_HSA=0.532. Drug 2: B(C(CC(C)C)NC(=O)C(CC1=CC=CC=C1)NC(=O)C2=NC=CN=C2)(O)O. Cell line: CCRF-CEM. Drug 1: COCCOC1=C(C=C2C(=C1)C(=NC=N2)NC3=CC=CC(=C3)C#C)OCCOC.Cl. (5) Drug 1: C1C(C(OC1N2C=NC3=C(N=C(N=C32)Cl)N)CO)O. Drug 2: C1=CC=C(C=C1)NC(=O)CCCCCCC(=O)NO. Cell line: U251. Synergy scores: CSS=10.3, Synergy_ZIP=-8.72, Synergy_Bliss=-6.39, Synergy_Loewe=-4.38, Synergy_HSA=-4.75. (6) Drug 1: CC1=C(C(CCC1)(C)C)C=CC(=CC=CC(=CC(=O)O)C)C. Drug 2: CC(C)NC(=O)C1=CC=C(C=C1)CNNC.Cl. Cell line: BT-549. Synergy scores: CSS=-6.04, Synergy_ZIP=1.64, Synergy_Bliss=-3.88, Synergy_Loewe=-7.66, Synergy_HSA=-7.63.